From a dataset of Reaction yield outcomes from USPTO patents with 853,638 reactions. Predict the reaction yield, written as a fraction of the theoretical maximum amount of product (1.0 means a 100% yield; for example, 0.34 means a 34% yield). The catalyst is C(Cl)Cl. The product is [CH3:38][S:39]([O:29][C@@H:25]1[C@@H:26]([CH3:28])[CH2:27][N:22]([C:21]2[CH:20]=[CH:19][N:18]=[CH:17][C:16]=2[N:8]([C:9]([O:10][C:11]([CH3:14])([CH3:13])[CH3:12])=[O:15])[C:6]([O:5][C:1]([CH3:2])([CH3:3])[CH3:4])=[O:7])[CH2:23][C@H:24]1[NH:30][C:31]([O:33][C:34]([CH3:36])([CH3:35])[CH3:37])=[O:32])(=[O:41])=[O:40]. The reactants are [C:1]([O:5][C:6]([N:8]([C:16]1[CH:17]=[N:18][CH:19]=[CH:20][C:21]=1[N:22]1[CH2:27][C@H:26]([CH3:28])[C@@H:25]([OH:29])[C@H:24]([NH:30][C:31]([O:33][C:34]([CH3:37])([CH3:36])[CH3:35])=[O:32])[CH2:23]1)[C:9](=[O:15])[O:10][C:11]([CH3:14])([CH3:13])[CH3:12])=[O:7])([CH3:4])([CH3:3])[CH3:2].[CH3:38][S:39](Cl)(=[O:41])=[O:40]. The yield is 0.990.